Dataset: Reaction yield outcomes from USPTO patents with 853,638 reactions. Task: Predict the reaction yield, written as a fraction of the theoretical maximum amount of product (1.0 means a 100% yield; for example, 0.34 means a 34% yield). (1) The reactants are [C:1]([O:5][C:6](=[O:18])[NH:7][CH2:8][C:9]1[CH:14]=[CH:13][C:12]([N+:15]([O-])=O)=[CH:11][CH:10]=1)([CH3:4])([CH3:3])[CH3:2].C([O-])=O.[NH4+].O. The catalyst is [Fe].C1(C)C=CC=CC=1. The product is [C:1]([O:5][C:6](=[O:18])[NH:7][CH2:8][C:9]1[CH:10]=[CH:11][C:12]([NH2:15])=[CH:13][CH:14]=1)([CH3:4])([CH3:2])[CH3:3]. The yield is 0.900. (2) The reactants are Cl.[NH2:2][CH2:3][CH:4]([C:10]1[CH:15]=[CH:14][CH:13]=[CH:12][CH:11]=1)[CH2:5][C:6]([O:8]C)=O.[F:16][C:17]([F:30])([F:29])[C:18]1[N:22]2[N:23]=[CH:24][C:25]([CH:27]=O)=[CH:26][C:21]2=[N:20][N:19]=1.C(N(CC)CC)C.ClCCl. The catalyst is ClC(Cl)C.COCCOC. The product is [C:10]1([CH:4]2[CH2:3][N:2]([CH2:27][C:25]3[CH:24]=[N:23][N:22]4[C:18]([C:17]([F:30])([F:16])[F:29])=[N:19][N:20]=[C:21]4[CH:26]=3)[C:6](=[O:8])[CH2:5]2)[CH:15]=[CH:14][CH:13]=[CH:12][CH:11]=1. The yield is 0.360.